This data is from Full USPTO retrosynthesis dataset with 1.9M reactions from patents (1976-2016). The task is: Predict the reactants needed to synthesize the given product. (1) Given the product [CH3:19][O:18][C:11]1[CH:12]=[CH:13][CH:14]=[C:15]([O:16][CH3:17])[C:10]=1[CH:2]1[N:1]([CH2:32][C:30]2[N:31]=[C:27]([O:20][C:21]3[CH:22]=[CH:23][CH:24]=[CH:25][CH:26]=3)[S:28][CH:29]=2)[C:6](=[O:8])[CH2:5][CH2:4][CH2:3]1, predict the reactants needed to synthesize it. The reactants are: [NH2:1][CH:2]([C:10]1[C:15]([O:16][CH3:17])=[CH:14][CH:13]=[CH:12][C:11]=1[O:18][CH3:19])[CH2:3][CH2:4][CH2:5][C:6]([O:8]C)=O.[O:20]([C:27]1[S:28][CH:29]=[C:30]([CH:32]=O)[N:31]=1)[C:21]1[CH:26]=[CH:25][CH:24]=[CH:23][CH:22]=1. (2) The reactants are: [CH3:1][C:2]1[C:6]([C:7]([O:9][CH2:10][CH3:11])=[O:8])=[CH:5][NH:4][N:3]=1.FC(F)(F)S(O[CH2:18][CH:19]([F:21])[F:20])(=O)=O.C(=O)([O-])[O-].[Cs+].[Cs+]. Given the product [F:20][CH:19]([F:21])[CH2:18][N:3]1[C:2]([CH3:1])=[C:6]([C:7]([O:9][CH2:10][CH3:11])=[O:8])[CH:5]=[N:4]1, predict the reactants needed to synthesize it.